Task: Predict the reactants needed to synthesize the given product.. Dataset: Full USPTO retrosynthesis dataset with 1.9M reactions from patents (1976-2016) (1) Given the product [CH3:1][O:2][C:3]1[CH:8]=[C:7]([NH2:9])[CH:6]=[CH:5][C:4]=1[N:12]1[CH2:17][CH2:16][O:15][CH2:14][CH2:13]1, predict the reactants needed to synthesize it. The reactants are: [CH3:1][O:2][C:3]1[CH:8]=[C:7]([N+:9]([O-])=O)[CH:6]=[CH:5][C:4]=1[N:12]1[CH2:17][CH2:16][O:15][CH2:14][CH2:13]1. (2) Given the product [CH3:16][O:6][C:5](=[O:7])[C:4]1[CH:8]=[CH:9][C:10]([OH:11])=[C:2]([NH2:1])[CH:3]=1, predict the reactants needed to synthesize it. The reactants are: [NH2:1][C:2]1[CH:3]=[C:4]([CH:8]=[CH:9][C:10]=1[OH:11])[C:5]([OH:7])=[O:6].S(Cl)(Cl)=O.[CH3:16]O. (3) The reactants are: [CH:1]([NH:4][C:5]1[N:10]=[C:9]([C:11]2[CH:16]=[CH:15][CH:14]=[CH:13][N:12]=2)[CH:8]=[C:7]([C:17]2[CH:18]=[N:19][CH:20]=[C:21]([C:23]3[CH:28]=[CH:27][C:26]([C:29]([N:31]4[CH2:36][CH2:35][N:34](C(C)C)[CH2:33][CH2:32]4)=[O:30])=[CH:25][CH:24]=3)[CH:22]=2)[CH:6]=1)(C)C.C(N1CCN(C(C2C=CC(B3OC(C)(C)C(C)(C)O3)=CC=2)=O)CC1)(C)C.B(O)O. Given the product [CH3:1][NH:4][C:5]1[N:10]=[C:9]([C:11]2[CH:16]=[CH:15][CH:14]=[CH:13][N:12]=2)[CH:8]=[C:7]([C:17]2[CH:18]=[N:19][CH:20]=[C:21]([C:23]3[CH:24]=[CH:25][C:26]([C:29]([N:31]4[CH2:36][CH2:35][NH:34][CH2:33][CH2:32]4)=[O:30])=[CH:27][CH:28]=3)[CH:22]=2)[CH:6]=1, predict the reactants needed to synthesize it. (4) Given the product [C:1]([C:3]([C:6]1[CH:7]=[C:8]([CH:24]=[CH:25][CH:26]=1)[C:9]([NH:11][C:12]1[CH:17]=[CH:16][C:15]([CH3:18])=[C:14]([NH:19][C:20]([CH:21]2[S:22][C:28]3=[N:33][CH:32]=[CH:31][N:30]=[C:29]3[C:34]2=[O:35])=[O:23])[CH:13]=1)=[O:10])([CH3:4])[CH3:5])#[N:2], predict the reactants needed to synthesize it. The reactants are: [C:1]([C:3]([C:6]1[CH:7]=[C:8]([CH:24]=[CH:25][CH:26]=1)[C:9]([NH:11][C:12]1[CH:17]=[CH:16][C:15]([CH3:18])=[C:14]([NH:19][C:20](=[O:23])[CH2:21][SH:22])[CH:13]=1)=[O:10])([CH3:5])[CH3:4])#[N:2].Br[C:28]1[C:29]([C:34](OC)=[O:35])=[N:30][CH:31]=[CH:32][N:33]=1.C([O-])([O-])=O.[Na+].[Na+]. (5) The reactants are: C([O:3][C:4](=[O:48])[CH:5]([C:42]1[CH:47]=[CH:46][CH:45]=[CH:44][CH:43]=1)[C:6]([N:8]1[CH2:13][CH2:12][N:11]([CH2:14][C:15]2[C:16]([C:36]3[CH:41]=[CH:40][CH:39]=[CH:38][CH:37]=3)=[N:17][C:18]3[C:23]([C:24]=2[C:25](=[O:35])[NH:26][C@H:27]([CH:29]2[CH2:34][CH2:33][CH2:32][CH2:31][CH2:30]2)[CH3:28])=[CH:22][CH:21]=[CH:20][CH:19]=3)[CH2:10][CH2:9]1)=[O:7])C.[OH-].[Na+:50]. Given the product [Na+:50].[CH:29]1([C@@H:27]([NH:26][C:25]([C:24]2[C:23]3[C:18](=[CH:19][CH:20]=[CH:21][CH:22]=3)[N:17]=[C:16]([C:36]3[CH:41]=[CH:40][CH:39]=[CH:38][CH:37]=3)[C:15]=2[CH2:14][N:11]2[CH2:10][CH2:9][N:8]([C:6](=[O:7])[CH:5]([C:42]3[CH:43]=[CH:44][CH:45]=[CH:46][CH:47]=3)[C:4]([O-:48])=[O:3])[CH2:13][CH2:12]2)=[O:35])[CH3:28])[CH2:30][CH2:31][CH2:32][CH2:33][CH2:34]1, predict the reactants needed to synthesize it. (6) Given the product [CH3:1][C:2]1[N:3]([C:18]2[CH:23]=[CH:22][CH:21]=[C:20]([CH3:24])[N:19]=2)[CH:4]=[C:5]([C:7]#[C:8][C:9]2[CH:10]=[C:11]([CH:14]=[CH:15][CH:16]=2)[C:12]#[N:13])[N:6]=1, predict the reactants needed to synthesize it. The reactants are: [CH3:1][C:2]1[NH:3][CH:4]=[C:5]([C:7]#[C:8][C:9]2[CH:10]=[C:11]([CH:14]=[CH:15][CH:16]=2)[C:12]#[N:13])[N:6]=1.F[C:18]1[CH:23]=[CH:22][CH:21]=[C:20]([CH3:24])[N:19]=1.